Dataset: Catalyst prediction with 721,799 reactions and 888 catalyst types from USPTO. Task: Predict which catalyst facilitates the given reaction. Reactant: [NH2:1][C:2]1[C:7]([NH:8][C:9](=O)[C:10]2[CH:15]=[CH:14][C:13]([O:16][C:17]3[CH:22]=[CH:21][C:20]([F:23])=[CH:19][CH:18]=3)=[C:12]([C:24]#[N:25])[CH:11]=2)=[CH:6][N:5]=[CH:4][N:3]=1. Product: [C:24]([C:12]1[CH:11]=[C:10]([C:9]2[NH:1][C:2]3[C:7]([N:8]=2)=[CH:6][N:5]=[CH:4][N:3]=3)[CH:15]=[CH:14][C:13]=1[O:16][C:17]1[CH:22]=[CH:21][C:20]([F:23])=[CH:19][CH:18]=1)#[N:25]. The catalyst class is: 15.